From a dataset of Catalyst prediction with 721,799 reactions and 888 catalyst types from USPTO. Predict which catalyst facilitates the given reaction. Reactant: F[C:2]1[C:7]([C:8]2[CH:13]=[CH:12][C:11]([N+:14]([O-:16])=[O:15])=[CH:10][C:9]=2[O:17][CH3:18])=[CH:6][CH:5]=[CH:4][N:3]=1.C(=O)([O-])[O-:20].[Na+].[Na+]. Product: [CH3:18][O:17][C:9]1[CH:10]=[C:11]([N+:14]([O-:16])=[O:15])[CH:12]=[CH:13][C:8]=1[C:7]1[C:2](=[O:20])[NH:3][CH:4]=[CH:5][CH:6]=1. The catalyst class is: 393.